From a dataset of Forward reaction prediction with 1.9M reactions from USPTO patents (1976-2016). Predict the product of the given reaction. (1) Given the reactants Cl[CH2:2][CH2:3][CH2:4][O:5][C:6]1[CH:15]=[C:14]2[C:9]([C:10]([NH:16][C:17]3[CH:18]=[C:19]([S:29]([NH:32][CH3:33])(=[O:31])=[O:30])[CH:20]=[CH:21][C:22]=3[O:23][CH2:24][C:25]([F:28])([F:27])[F:26])=[N:11][CH:12]=[N:13]2)=[CH:8][CH:7]=1.[CH3:34][O-:35].[Na+].Cl, predict the reaction product. The product is: [CH3:33][NH:32][S:29]([C:19]1[CH:20]=[CH:21][C:22]([O:23][CH2:24][C:25]([F:26])([F:27])[F:28])=[C:17]([NH:16][C:10]2[C:9]3[C:14](=[CH:15][C:6]([O:5][CH2:4][CH2:3][CH2:2][O:35][CH3:34])=[CH:7][CH:8]=3)[N:13]=[CH:12][N:11]=2)[CH:18]=1)(=[O:30])=[O:31]. (2) The product is: [NH2:1][C:2]1[S:6][C:5]([S:7]([C:8]([CH3:11])([CH3:9])[CH3:10])=[O:18])=[N:4][C:3]=1[C:12]1[CH:17]=[CH:16][CH:15]=[CH:14][CH:13]=1. Given the reactants [NH2:1][C:2]1[S:6][C:5]([S:7][C:8]([CH3:11])([CH3:10])[CH3:9])=[N:4][C:3]=1[C:12]1[CH:17]=[CH:16][CH:15]=[CH:14][CH:13]=1.[OH:18]O, predict the reaction product. (3) The product is: [NH2:8][C:7]1[CH:6]=[CH:5][C:4]([CH:11]([CH3:16])[C:12]([O:14][CH3:15])=[O:13])=[CH:3][C:2]=1[F:1]. Given the reactants [F:1][C:2]1[CH:3]=[C:4]([CH:11]([CH3:16])[C:12]([O:14][CH3:15])=[O:13])[CH:5]=[CH:6][C:7]=1[N+:8]([O-])=O, predict the reaction product. (4) Given the reactants C[O:2][C:3]([C:5]1[CH:6]=[CH:7][C:8]2[O:12][C:11]([C:13]([NH:15][C:16]3[CH:21]=[CH:20][C:19]([Cl:22])=[CH:18][N:17]=3)=[O:14])=[C:10]([NH:23][C:24]([C@H:26]3[CH2:31][CH2:30][C@H:29]([N:32]4[CH2:36][CH2:35][CH2:34][C:33]4=[O:37])[CH2:28][CH2:27]3)=[O:25])[C:9]=2[CH:38]=1)=[O:4].[OH-].[Na+], predict the reaction product. The product is: [C:3]([C:5]1[CH:6]=[CH:7][C:8]2[O:12][C:11]([C:13]([NH:15][C:16]3[CH:21]=[CH:20][C:19]([Cl:22])=[CH:18][N:17]=3)=[O:14])=[C:10]([NH:23][C:24]([C@H:26]3[CH2:27][CH2:28][C@H:29]([N:32]4[CH2:36][CH2:35][CH2:34][C:33]4=[O:37])[CH2:30][CH2:31]3)=[O:25])[C:9]=2[CH:38]=1)([OH:4])=[O:2]. (5) Given the reactants [C:1]([O:5][C:6]([N:8]1[C:16]2[C:11](=[CH:12][C:13]([C:17](=[O:19])[CH3:18])=[CH:14][CH:15]=2)[CH:10]=[C:9]1[CH3:20])=[O:7])([CH3:4])([CH3:3])[CH3:2].[CH3:21][O:22][C:23]([C:25]1[S:32][C:31]2C(I)=[N:29][N:28]([C:34]([O:36][C:37]([CH3:40])([CH3:39])[CH3:38])=[O:35])[C:27]=2[CH:26]=1)=[O:24].ClCCl.C(=O)([O-])[O-].[Cs+].[Cs+].C(OC(N1C2C(=CC(CO)=CC=2)C=C1C1C2SC=CC=2N(C(OC(C)(C)C)=O)N=1)=O)(C)(C)C.N#N.S([O-])([O-])(=O)=O.[Na+].[Na+], predict the reaction product. The product is: [CH3:21][O:22][C:23]([C:25]1[S:32][C:31]2[C:20]([C:9]3[N:8]([C:6]([O:5][C:1]([CH3:4])([CH3:3])[CH3:2])=[O:7])[C:16]4[C:11]([CH:10]=3)=[CH:12][C:13]([C:17](=[O:19])[CH3:18])=[CH:14][CH:15]=4)=[N:29][N:28]([C:34]([O:36][C:37]([CH3:40])([CH3:39])[CH3:38])=[O:35])[C:27]=2[CH:26]=1)=[O:24]. (6) Given the reactants Cl.[O:2]1[CH2:7][CH2:6][N:5]([CH2:8][CH2:9][O:10][C:11]2[CH:19]=[C:18]3[C:14]([C:15]([C:27]4[CH:32]=[C:31]([F:33])[CH:30]=[C:29]([F:34])[CH:28]=4)=[C:16](C4C=NC=CC=4)[C:17]3=[O:20])=[CH:13][CH:12]=2)[CH2:4][CH2:3]1.O1CCN(CCOC2C=C3C(C(C4C=CC=CC=4)=C(Br)C3=O)=CC=2)CC1.[F:61][C:62]1[CH:63]=[C:64](B(O)O)[CH:65]=[CH:66][C:67]=1[F:68], predict the reaction product. The product is: [O:2]1[CH2:3][CH2:4][N:5]([CH2:8][CH2:9][O:10][C:11]2[CH:19]=[C:18]3[C:14]([C:15]([C:27]4[CH:28]=[C:29]([F:34])[CH:30]=[C:31]([F:33])[CH:32]=4)=[C:16]([C:64]4[CH:65]=[CH:66][C:67]([F:68])=[C:62]([F:61])[CH:63]=4)[C:17]3=[O:20])=[CH:13][CH:12]=2)[CH2:6][CH2:7]1. (7) Given the reactants [Cl:1][C:2]1[CH:7]=[CH:6][C:5]([C:8]2[N:9]=[C:10]([NH:13][C:14]([CH2:16][C:17]3[CH:22]=[CH:21][C:20]([O:23][C:24](=[O:28])[CH2:25][CH2:26][CH3:27])=[C:19]([N+:29]([O-])=O)[CH:18]=3)=[O:15])[S:11][CH:12]=2)=[CH:4][CH:3]=1.[H][H], predict the reaction product. The product is: [NH2:29][C:19]1[CH:18]=[C:17]([CH2:16][C:14](=[O:15])[NH:13][C:10]2[S:11][CH:12]=[C:8]([C:5]3[CH:4]=[CH:3][C:2]([Cl:1])=[CH:7][CH:6]=3)[N:9]=2)[CH:22]=[CH:21][C:20]=1[O:23][C:24](=[O:28])[CH2:25][CH2:26][CH3:27].